From a dataset of Catalyst prediction with 721,799 reactions and 888 catalyst types from USPTO. Predict which catalyst facilitates the given reaction. (1) Reactant: C(OP([CH2:9][C:10]#[N:11])(=O)OCC)C.C[Si]([N-][Si](C)(C)C)(C)C.[Li+].[O:22]1[C:27]2[CH:28]=[CH:29][C:30]([C:32]([C:34]3[CH:39]=[CH:38][C:37]([O:40][CH3:41])=[CH:36][CH:35]=3)=O)=[CH:31][C:26]=2[O:25][CH2:24][CH2:23]1.O. Product: [O:22]1[C:27]2[CH:28]=[CH:29][C:30]([C:32]([C:34]3[CH:39]=[CH:38][C:37]([O:40][CH3:41])=[CH:36][CH:35]=3)=[CH:9][C:10]#[N:11])=[CH:31][C:26]=2[O:25][CH2:24][CH2:23]1. The catalyst class is: 1. (2) Reactant: [C:1]1(B(O)O)[CH:6]=[CH:5][CH:4]=[CH:3][CH:2]=1.C([O-])([O-])=O.[Na+].[Na+].Br[C:17]1[CH:22]=[CH:21][CH:20]=[C:19]([CH:23]=[O:24])[N:18]=1. Product: [CH:23]([C:19]1[CH:20]=[CH:21][CH:22]=[C:17]([C:1]2[CH:6]=[CH:5][CH:4]=[CH:3][CH:2]=2)[N:18]=1)=[O:24]. The catalyst class is: 109. (3) Reactant: C([O:4][CH:5]([CH3:24])[C:6]([NH:8][CH2:9][CH2:10][CH:11]1[C:22]2[C:21]3[O:20][C:19]([CH3:23])=[N:18][C:17]=3[CH:16]=[CH:15][C:14]=2[CH2:13][CH2:12]1)=[O:7])(=O)C.[OH-].[Na+]. Product: [OH:4][CH:5]([CH3:24])[C:6]([NH:8][CH2:9][CH2:10][CH:11]1[C:22]2[C:21]3[O:20][C:19]([CH3:23])=[N:18][C:17]=3[CH:16]=[CH:15][C:14]=2[CH2:13][CH2:12]1)=[O:7]. The catalyst class is: 7. (4) Reactant: [OH:1][CH2:2][CH2:3][CH2:4][C:5]([O:7][CH2:8][CH3:9])=[O:6].[N+](=[CH:12][C:13]([O:15][CH2:16][CH3:17])=[O:14])=[N-].B(F)(F)F.CCOCC. Product: [CH2:16]([O:15][C:13](=[O:14])[CH2:12][O:1][CH2:2][CH2:3][CH2:4][C:5]([O:7][CH2:8][CH3:9])=[O:6])[CH3:17]. The catalyst class is: 2. (5) The catalyst class is: 15. Product: [CH3:1][O:2][C:3]1[C:12]([O:13][CH3:14])=[N:11][C:10]2[C:5](=[CH:6][CH:7]=[C:8]([CH2:15][N:16]3[C:17]4[C:18](=[CH:19][C:20]([O:23][CH2:24][C:25]#[CH:26])=[CH:21][CH:22]=4)[C:27]([C:29]4[CH:34]=[CH:33][C:32]([CH:35]([CH3:36])[CH3:37])=[CH:31][CH:30]=4)=[N:40][C:39]3=[O:38])[CH:9]=2)[N:4]=1. Reactant: [CH3:1][O:2][C:3]1[C:12]([O:13][CH3:14])=[N:11][C:10]2[C:5](=[CH:6][CH:7]=[C:8]([CH2:15][NH:16][C:17]3[CH:22]=[CH:21][C:20]([O:23][CH2:24][C:25]#[CH:26])=[CH:19][C:18]=3[C:27]([C:29]3[CH:34]=[CH:33][C:32]([CH:35]([CH3:37])[CH3:36])=[CH:31][CH:30]=3)=O)[CH:9]=2)[N:4]=1.[O-:38][C:39]#[N:40].[Na+].